The task is: Predict the product of the given reaction.. This data is from Forward reaction prediction with 1.9M reactions from USPTO patents (1976-2016). (1) Given the reactants [CH3:1][C:2]1[C:10]2[C:5](=[CH:6][CH:7]=[C:8]([C:11]([F:14])([F:13])[F:12])[CH:9]=2)[N:4]([NH2:15])[CH:3]=1.[CH3:16][C:17]1[C:22]([C:23](O)=[O:24])=[CH:21][N:20]=[C:19]([C:26]2[CH:31]=[CH:30][CH:29]=[CH:28][N:27]=2)[N:18]=1.CN(C(ON1N=NC2C=CC=NC1=2)=[N+](C)C)C.F[P-](F)(F)(F)(F)F.CCN(C(C)C)C(C)C, predict the reaction product. The product is: [CH3:1][C:2]1[C:10]2[C:5](=[CH:6][CH:7]=[C:8]([C:11]([F:14])([F:12])[F:13])[CH:9]=2)[N:4]([NH:15][C:23]([C:22]2[C:17]([CH3:16])=[N:18][C:19]([C:26]3[CH:31]=[CH:30][CH:29]=[CH:28][N:27]=3)=[N:20][CH:21]=2)=[O:24])[CH:3]=1. (2) Given the reactants [C:1]([C:3]1[CH:4]=[C:5]([NH:9][C:10](=[O:16])[N:11]([CH:13]([CH3:15])[CH3:14])[CH3:12])[CH:6]=[CH:7][CH:8]=1)#[N:2].NCC1C=C(NC(N2CCSC2)=O)C=CC=1, predict the reaction product. The product is: [NH2:2][CH2:1][C:3]1[CH:4]=[C:5]([NH:9][C:10](=[O:16])[N:11]([CH:13]([CH3:14])[CH3:15])[CH3:12])[CH:6]=[CH:7][CH:8]=1. (3) Given the reactants [CH3:1][N:2]1[CH2:7][CH2:6][N:5]([CH2:8][C:9]2[N:13]3[CH:14]=[CH:15][CH:16]=[CH:17][C:12]3=[N:11][C:10]=2[CH2:18][NH2:19])[CH2:4][CH2:3]1.C(O)(=O)C.[N:24]1[C:33]2[C:32](=O)[CH2:31][CH2:30][CH2:29][C:28]=2[CH:27]=[CH:26][CH:25]=1.C(O[BH-](OC(=O)C)OC(=O)C)(=O)C.[Na+].C(=O)([O-])[O-].[Na+].[Na+], predict the reaction product. The product is: [CH3:1][N:2]1[CH2:7][CH2:6][N:5]([CH2:8][C:9]2[N:13]3[CH:14]=[CH:15][CH:16]=[CH:17][C:12]3=[N:11][C:10]=2[CH2:18][NH:19][CH:32]2[C:33]3[N:24]=[CH:25][CH:26]=[CH:27][C:28]=3[CH2:29][CH2:30][CH2:31]2)[CH2:4][CH2:3]1. (4) Given the reactants [OH:1][CH2:2][CH2:3][C:4]1[CH:5]=[C:6]([CH2:10][CH:11]([O:17][CH:18]([CH3:20])[CH3:19])[C:12]([O:14]CC)=[O:13])[CH:7]=[CH:8][CH:9]=1.[Cl:21][C:22]1[CH:27]=[CH:26][C:25]([N:28]=[C:29]=[O:30])=[CH:24][CH:23]=1, predict the reaction product. The product is: [Cl:21][C:22]1[CH:27]=[CH:26][C:25]([NH:28][C:29]([O:1][CH2:2][CH2:3][C:4]2[CH:5]=[C:6]([CH2:10][CH:11]([O:17][CH:18]([CH3:19])[CH3:20])[C:12]([OH:14])=[O:13])[CH:7]=[CH:8][CH:9]=2)=[O:30])=[CH:24][CH:23]=1. (5) Given the reactants [Li]CCCC.[ClH:6].CC(NC(C)C)C.CN(C)CCN(C)C.[Cl:22][C:23]1[CH:28]=[CH:27][C:26]([C:29]2([C:34]3[CH:35]=[C:36]4[C:41](=[CH:42][CH:43]=3)[N:40]=[CH:39][CH:38]=[C:37]4[CH3:44])[O:33][CH2:32][CH2:31][O:30]2)=[CH:25][CH:24]=1.Cl[CH2:46][C:47]1[S:48][C:49](CCl)=[CH:50][CH:51]=1, predict the reaction product. The product is: [Cl:22][C:23]1[CH:24]=[CH:25][C:26]([C:29]2([C:34]3[CH:35]=[C:36]4[C:41](=[CH:42][CH:43]=3)[N:40]=[CH:39][CH:38]=[C:37]4[CH2:44][CH2:46][C:47]3[S:48][C:49]([Cl:6])=[CH:50][CH:51]=3)[O:30][CH2:31][CH2:32][O:33]2)=[CH:27][CH:28]=1. (6) Given the reactants [F:1][C:2]([F:7])([F:6])[C:3]([OH:5])=[O:4].FC(F)(F)C(O)=O.[Cl:15][C:16]1[CH:17]=[N:18][C:19]2[NH:20][C:21]3[CH:22]=[CH:23][CH:24]=[C:25]([CH:46]=3)[CH2:26][CH2:27][C:28]3[CH:36]=[C:32]([NH:33][C:34]=1[N:35]=2)[CH:31]=[CH:30][C:29]=3[NH:37][C:38]([CH:40]1[CH2:45][CH2:44][CH2:43][NH:42][CH2:41]1)=[O:39].[C:47]1([N:53]=[C:54]=[O:55])[CH:52]=[CH:51][CH:50]=[CH:49][CH:48]=1, predict the reaction product. The product is: [F:1][C:2]([F:7])([F:6])[C:3]([OH:5])=[O:4].[Cl:15][C:16]1[CH:17]=[N:18][C:19]2[NH:20][C:21]3[CH:22]=[CH:23][CH:24]=[C:25]([CH:46]=3)[CH2:26][CH2:27][C:28]3[CH:36]=[C:32]([NH:33][C:34]=1[N:35]=2)[CH:31]=[CH:30][C:29]=3[NH:37][C:38]([CH:40]1[CH2:45][CH2:44][CH2:43][N:42]([C:54]([NH:53][C:47]2[CH:52]=[CH:51][CH:50]=[CH:49][CH:48]=2)=[O:55])[CH2:41]1)=[O:39]. (7) Given the reactants [Cl:1][C:2]1[CH:7]=[CH:6][C:5]([C@H:8]2[C@H:13]([OH:14])[C@@H:12]([OH:15])[C@H:11]([OH:16])[C:10](=[CH2:17])[O:9]2)=[CH:4][C:3]=1[CH2:18][C:19]1[CH:24]=[CH:23][C:22]([O:25][CH2:26][CH3:27])=[CH:21][CH:20]=1.[H-].[Na+].[CH2:30](Br)[C:31]1[CH:36]=[CH:35][CH:34]=[CH:33][CH:32]=1.[I-].[C:39]([NH3+])([CH3:42])([CH3:41])[CH3:40], predict the reaction product. The product is: [CH2:30]([O:14][C@@H:13]1[C@@H:12]([O:15][CH2:40][C:39]2[CH:42]=[CH:17][CH:10]=[CH:11][CH:41]=2)[C@H:11]([O:16][CH2:18][C:3]2[CH:4]=[CH:5][CH:6]=[CH:7][CH:2]=2)[C:10](=[CH2:17])[O:9][C@H:8]1[C:5]1[CH:6]=[CH:7][C:2]([Cl:1])=[C:3]([CH2:18][C:19]2[CH:20]=[CH:21][C:22]([O:25][CH2:26][CH3:27])=[CH:23][CH:24]=2)[CH:4]=1)[C:31]1[CH:36]=[CH:35][CH:34]=[CH:33][CH:32]=1. (8) Given the reactants [F:1][C:2]1[CH:11]=[C:10]([C:12](=[O:15])[CH:13]=[O:14])[CH:9]=[CH:8][C:3]=1[C:4]([O:6][CH3:7])=[O:5].C([O-])([O-])[O:17][CH2:18][CH3:19].O.[C:23]1(C)C=CC(S(O)(=O)=O)=C[CH:24]=1, predict the reaction product. The product is: [CH2:23]([O:14][CH:13]([O:17][CH2:18][CH3:19])[C:12]([C:10]1[CH:9]=[CH:8][C:3]([C:4]([O:6][CH3:7])=[O:5])=[C:2]([F:1])[CH:11]=1)=[O:15])[CH3:24]. (9) Given the reactants [CH3:1][O:2][C:3]1[CH:31]=[CH:30][CH:29]=[CH:28][C:4]=1[C:5]([NH:7][C:8]1[CH:20]=[C:19]([O:21][C:22]2[CH:27]=[CH:26][CH:25]=[CH:24][CH:23]=2)[CH:18]=[CH:17][C:9]=1[C:10]([O:12]C(C)(C)C)=[O:11])=[O:6], predict the reaction product. The product is: [CH3:1][O:2][C:3]1[CH:31]=[CH:30][CH:29]=[CH:28][C:4]=1[C:5]([NH:7][C:8]1[CH:20]=[C:19]([O:21][C:22]2[CH:23]=[CH:24][CH:25]=[CH:26][CH:27]=2)[CH:18]=[CH:17][C:9]=1[C:10]([OH:12])=[O:11])=[O:6]. (10) Given the reactants Br[C:2]1[CH:3]=[C:4]([C:10]2[CH:15]=[CH:14][C:13]([C:16]([F:19])([F:18])[F:17])=[CH:12][CH:11]=2)[CH:5]=[C:6]([F:9])[C:7]=1[NH2:8].[CH3:20][N:21](C)C=O, predict the reaction product. The product is: [NH2:8][C:7]1[C:6]([F:9])=[CH:5][C:4]([C:10]2[CH:15]=[CH:14][C:13]([C:16]([F:19])([F:18])[F:17])=[CH:12][CH:11]=2)=[CH:3][C:2]=1[C:20]#[N:21].